This data is from Reaction yield outcomes from USPTO patents with 853,638 reactions. The task is: Predict the reaction yield, written as a fraction of the theoretical maximum amount of product (1.0 means a 100% yield; for example, 0.34 means a 34% yield). The reactants are [CH3:1][O:2][C:3]([C:5]1[CH:6]=[C:7]([N+:22]([O-])=O)[C:8]([N:11]2[CH2:16][CH2:15][S:14][CH2:13][CH:12]2[C:17](OCC)=[O:18])=[N:9][CH:10]=1)=[O:4].P(OC1C=CC=CC=1)(OC1C=CC=CC=1)OC1C=CC=CC=1.[H][H]. The catalyst is ClCCl.[NH4+].[O-][V](=O)=O.[Pt]. The product is [O:18]=[C:17]1[NH:22][C:7]2[CH:6]=[C:5]([C:3]([O:2][CH3:1])=[O:4])[CH:10]=[N:9][C:8]=2[N:11]2[CH2:16][CH2:15][S:14][CH2:13][CH:12]12. The yield is 0.960.